From a dataset of Forward reaction prediction with 1.9M reactions from USPTO patents (1976-2016). Predict the product of the given reaction. (1) The product is: [CH2:1]([O:8][C:9]1[CH:14]=[CH:13][C:12]([C:15]2[C:17]3=[N:18][CH:19]=[C:20]([F:24])[CH:21]=[C:22]3[N:27]([CH:35]([CH3:37])[CH3:36])[N:26]=2)=[CH:11][CH:10]=1)[C:2]1[CH:7]=[CH:6][CH:5]=[CH:4][CH:3]=1. Given the reactants [CH2:1]([O:8][C:9]1[CH:14]=[CH:13][C:12]([C:15]([C:17]2[C:22](F)=[CH:21][C:20]([F:24])=[CH:19][N:18]=2)=O)=[CH:11][CH:10]=1)[C:2]1[CH:7]=[CH:6][CH:5]=[CH:4][CH:3]=1.O.[NH2:26][NH2:27].C([O-])([O-])=O.[Cs+].[Cs+].Br[CH:35]([CH3:37])[CH3:36], predict the reaction product. (2) Given the reactants [NH2:1][CH2:2][CH2:3][C:4]1([C:9]([NH:11][C@@H:12]([CH2:16][C:17]2[CH:22]=[CH:21][C:20]([NH:23][C:24](=[O:33])[C:25]3[C:30]([Cl:31])=[CH:29][CH:28]=[CH:27][C:26]=3[Cl:32])=[CH:19][CH:18]=2)[C:13]([OH:15])=[O:14])=[O:10])[CH2:8][CH2:7][CH2:6][CH2:5]1.O=C1CCC(=O)N1[O:41][C:42](=O)[CH2:43][CH2:44][O:45][CH2:46][CH2:47][O:48][CH2:49][CH2:50][O:51][CH2:52][CH2:53][O:54][CH2:55][CH2:56][O:57][CH2:58][CH2:59][O:60][CH2:61][CH2:62][O:63][CH2:64][CH2:65][O:66][CH2:67][CH2:68][O:69][CH2:70][CH2:71][O:72][CH2:73][CH2:74][O:75][CH2:76][CH2:77][O:78][CH2:79][CH2:80][NH:81][C:82](=[O:92])[CH2:83][CH2:84][N:85]1[C:89](=[O:90])[CH:88]=[CH:87][C:86]1=[O:91].CCN(C(C)C)C(C)C, predict the reaction product. The product is: [Cl:31][C:30]1[CH:29]=[CH:28][CH:27]=[C:26]([Cl:32])[C:25]=1[C:24]([NH:23][C:20]1[CH:19]=[CH:18][C:17]([CH2:16][C@H:12]([NH:11][C:9]([C:4]2([CH2:3][CH2:2][NH:1][C:42](=[O:41])[CH2:43][CH2:44][O:45][CH2:46][CH2:47][O:48][CH2:49][CH2:50][O:51][CH2:52][CH2:53][O:54][CH2:55][CH2:56][O:57][CH2:58][CH2:59][O:60][CH2:61][CH2:62][O:63][CH2:64][CH2:65][O:66][CH2:67][CH2:68][O:69][CH2:70][CH2:71][O:72][CH2:73][CH2:74][O:75][CH2:76][CH2:77][O:78][CH2:79][CH2:80][NH:81][C:82](=[O:92])[CH2:83][CH2:84][N:85]3[C:89](=[O:90])[CH:88]=[CH:87][C:86]3=[O:91])[CH2:8][CH2:7][CH2:6][CH2:5]2)=[O:10])[C:13]([OH:15])=[O:14])=[CH:22][CH:21]=1)=[O:33]. (3) Given the reactants [CH3:1][N:2]1[CH2:7][CH2:6][NH:5][CH2:4][CH2:3]1.[Cl:8][C:9]1[CH:14]=[C:13](Cl)[C:12]([N+:16]([O-:18])=[O:17])=[CH:11][N:10]=1.CCN(C(C)C)C(C)C, predict the reaction product. The product is: [Cl:8][C:9]1[CH:14]=[C:13]([N:5]2[CH2:6][CH2:7][N:2]([CH3:1])[CH2:3][CH2:4]2)[C:12]([N+:16]([O-:18])=[O:17])=[CH:11][N:10]=1. (4) Given the reactants [CH3:1][C:2]1([C:18](OC)=[O:19])[CH2:17][CH2:16][CH2:15][C:4]2([O:8][C:7](=[O:9])[N:6]([CH2:10][C:11]([CH3:14])([CH3:13])[CH3:12])[CH2:5]2)[CH2:3]1.[H-].[Al+3].[Li+].[H-].[H-].[H-], predict the reaction product. The product is: [OH:19][CH2:18][C:2]1([CH3:1])[CH2:17][CH2:16][CH2:15][C:4]2([O:8][C:7](=[O:9])[N:6]([CH2:10][C:11]([CH3:13])([CH3:14])[CH3:12])[CH2:5]2)[CH2:3]1.